Dataset: Forward reaction prediction with 1.9M reactions from USPTO patents (1976-2016). Task: Predict the product of the given reaction. (1) Given the reactants [C:1]([C:3]1[CH:8]=[CH:7][C:6]([CH2:9][CH:10]([NH:12][C:13](=[O:15])[CH3:14])[CH3:11])=[CH:5][CH:4]=1)#[CH:2].[Cl:16][C:17]1[N:22]=[C:21](Cl)[CH:20]=[CH:19][N:18]=1, predict the reaction product. The product is: [Cl:16][C:17]1[N:22]=[CH:21][C:20]([C:2]#[C:1][C:3]2[CH:8]=[CH:7][C:6]([CH2:9][CH:10]([NH:12][C:13](=[O:15])[CH3:14])[CH3:11])=[CH:5][CH:4]=2)=[CH:19][N:18]=1. (2) Given the reactants [CH2:1]([O:3][C:4]([C:6]1[S:10][C:9]([N:11]2[C:15]3[CH:16]=[C:17]([CH2:20][CH2:21][CH2:22][CH2:23]OS(C)(=O)=O)[CH:18]=[CH:19][C:14]=3[N:13]=[CH:12]2)=[N:8][C:7]=1[C:29]1[CH:34]=[CH:33][CH:32]=[C:31]([Cl:35])[CH:30]=1)=[O:5])[CH3:2].C(=O)([O-])[O-].[K+].[K+].[NH:42]1[CH2:47][CH2:46][O:45][CH2:44][CH2:43]1, predict the reaction product. The product is: [CH2:1]([O:3][C:4]([C:6]1[S:10][C:9]([N:11]2[C:15]3[CH:16]=[C:17]([CH2:20][CH2:21][CH2:22][CH2:23][N:42]4[CH2:47][CH2:46][O:45][CH2:44][CH2:43]4)[CH:18]=[CH:19][C:14]=3[N:13]=[CH:12]2)=[N:8][C:7]=1[C:29]1[CH:34]=[CH:33][CH:32]=[C:31]([Cl:35])[CH:30]=1)=[O:5])[CH3:2]. (3) The product is: [CH3:13][O:12][C:9]1[CH:10]=[C:11]2[C:6](=[CH:7][C:8]=1[O:14][CH3:15])[N:5]=[CH:4][CH:3]=[C:2]2[O:23][C:22]1[CH:21]=[CH:20][C:19]([C:24]2[C:25](=[O:41])[N:26]([CH2:30][C:31]3[CH:32]=[CH:33][C:34]([C:37]([F:39])([F:40])[F:38])=[CH:35][CH:36]=3)[CH:27]=[N:28][CH:29]=2)=[CH:18][C:17]=1[F:16]. Given the reactants Cl[C:2]1[C:11]2[C:6](=[CH:7][C:8]([O:14][CH3:15])=[C:9]([O:12][CH3:13])[CH:10]=2)[N:5]=[CH:4][CH:3]=1.[F:16][C:17]1[CH:18]=[C:19]([C:24]2[C:25](=[O:41])[N:26]([CH2:30][C:31]3[CH:36]=[CH:35][C:34]([C:37]([F:40])([F:39])[F:38])=[CH:33][CH:32]=3)[CH:27]=[N:28][CH:29]=2)[CH:20]=[CH:21][C:22]=1[OH:23], predict the reaction product. (4) Given the reactants CI.[C:3]123[CH2:16][CH2:15][CH2:14][C:8]1([C:9](=O)[NH:10][C:11]2=O)[CH:7]1[CH2:17][CH:4]3[CH:5]=[CH:6]1.N.[H-].[H-].[H-].[H-].[Li+].[Al+3], predict the reaction product. The product is: [C:8]123[CH2:14][CH2:15][CH2:16][C:3]1([CH2:11][NH:10][CH2:9]2)[CH:4]1[CH2:17][CH:7]3[CH:6]=[CH:5]1. (5) Given the reactants [ClH:1].[CH3:2][O:3][C:4]1[CH:5]=[C:6]([C:14]#[C:15]/[CH:16]=[CH:17]/[C:18]([N:20]2[CH2:25][CH2:24][CH:23]([CH2:26][CH:27]([N:53]([CH3:55])[CH3:54])[CH2:28][CH:29]3[CH2:34][CH2:33][N:32]([C:35](=[O:52])/[CH:36]=[CH:37]/[C:38]#[C:39][C:40]4[CH:45]=[C:44]([O:46][CH3:47])[C:43]([O:48][CH3:49])=[C:42]([O:50][CH3:51])[CH:41]=4)[CH2:31][CH2:30]3)[CH2:22][CH2:21]2)=[O:19])[CH:7]=[C:8]([O:12][CH3:13])[C:9]=1[O:10][CH3:11], predict the reaction product. The product is: [ClH:1].[CH3:2][O:3][C:4]1[CH:5]=[C:6]([C:14]#[C:15]/[CH:16]=[CH:17]/[C:18]([N:20]2[CH2:25][CH2:24][CH:23]([CH2:26][CH:27]([N:53]([CH3:55])[CH3:54])[CH2:28][CH:29]3[CH2:34][CH2:33][N:32]([C:35](=[O:52])/[CH:36]=[CH:37]/[C:38]#[C:39][C:40]4[CH:41]=[C:42]([O:50][CH3:51])[C:43]([O:48][CH3:49])=[C:44]([O:46][CH3:47])[CH:45]=4)[CH2:31][CH2:30]3)[CH2:22][CH2:21]2)=[O:19])[CH:7]=[C:8]([O:12][CH3:13])[C:9]=1[O:10][CH3:11]. (6) Given the reactants [C:1]1(=[O:7])O[C:4](=[O:5])[CH:3]=[CH:2]1.[Br:8][C:9]1[CH:15]=[CH:14][C:12]([NH2:13])=[CH:11][C:10]=1[Cl:16], predict the reaction product. The product is: [Br:8][C:9]1[CH:15]=[CH:14][C:12]([N:13]2[C:4](=[O:5])[CH:3]=[CH:2][C:1]2=[O:7])=[CH:11][C:10]=1[Cl:16].